From a dataset of Full USPTO retrosynthesis dataset with 1.9M reactions from patents (1976-2016). Predict the reactants needed to synthesize the given product. (1) Given the product [NH2:1][C:2]1[C:6]2[CH:7]=[C:8]([N:11]3[C:15]([C:16]([OH:18])=[O:17])=[CH:14][C:13]([CH3:21])=[N:12]3)[CH:9]=[CH:10][C:5]=2[O:4][N:3]=1, predict the reactants needed to synthesize it. The reactants are: [NH2:1][C:2]1[C:6]2[CH:7]=[C:8]([N:11]3[C:15]([C:16]([O:18]CC)=[O:17])=[CH:14][C:13]([CH3:21])=[N:12]3)[CH:9]=[CH:10][C:5]=2[O:4][N:3]=1.[OH-].[Na+]. (2) The reactants are: Br[C:2]1[CH:7]=[CH:6][C:5]([C:8]2([CH2:12][CH3:13])[CH2:11][CH2:10][CH2:9]2)=[CH:4][CH:3]=1.BrC1C=CC(C2(CCCC)CC2)=CC=1.C([Li])CCC.CCCCCC.CN(C)[CH:41]=[O:42]. Given the product [CH2:12]([C:8]1([C:5]2[CH:6]=[CH:7][C:2]([CH:41]=[O:42])=[CH:3][CH:4]=2)[CH2:11][CH2:10][CH2:9]1)[CH3:13], predict the reactants needed to synthesize it. (3) Given the product [C:1]([O:5][C:6]([N:8]1[CH2:9][CH2:10][N:11]([C:14]2[CH:15]=[N:16][C:17]([NH:20][C:21]3[N:30]=[CH:29][C:28]4[C:23](=[C:24]([CH:33]5[CH2:34][CH2:35][CH2:36][CH2:37]5)[C:25]([O:31][CH3:32])=[CH:26][CH:27]=4)[N:22]=3)=[CH:18][CH:19]=2)[CH2:12][CH2:13]1)=[O:7])([CH3:4])([CH3:2])[CH3:3], predict the reactants needed to synthesize it. The reactants are: [C:1]([O:5][C:6]([N:8]1[CH2:13][CH2:12][N:11]([C:14]2[CH:15]=[N:16][C:17]([NH:20][C:21]3[N:30]=[CH:29][C:28]4[CH2:27][CH2:26][C:25]([O:31][CH3:32])=[C:24]([CH:33]5[CH2:37][CH2:36][CH2:35][CH2:34]5)[C:23]=4[N:22]=3)=[CH:18][CH:19]=2)[CH2:10][CH2:9]1)=[O:7])([CH3:4])([CH3:3])[CH3:2].